Dataset: Forward reaction prediction with 1.9M reactions from USPTO patents (1976-2016). Task: Predict the product of the given reaction. (1) Given the reactants [N:1]1[N:5]2[CH:6]=[CH:7][CH:8]=[CH:9][C:4]2=[CH:3][C:2]=1[CH:10]=O.[CH3:12][O:13][C:14]1[CH:15]=[C:16]([CH:18]=[CH:19][CH:20]=1)[NH2:17], predict the reaction product. The product is: [CH3:12][O:13][C:14]1[CH:15]=[C:16]([CH:18]=[CH:19][CH:20]=1)[N:17]=[CH:10][C:2]1[CH:3]=[C:4]2[CH:9]=[CH:8][CH:7]=[CH:6][N:5]2[N:1]=1. (2) Given the reactants [CH3:1][N:2]([CH3:32])[CH2:3][CH2:4][CH2:5][NH:6][C:7]([C:9]1[CH:10]=[C:11]([C:15]2[CH:20]=[CH:19][C:18]([CH2:21][S:22][CH2:23][CH2:24][O:25][C:26]3[CH:31]=[CH:30][CH:29]=[CH:28][CH:27]=3)=[CH:17][CH:16]=2)[CH:12]=[CH:13][CH:14]=1)=[O:8].[C:33]([OH:38])(=[O:37])[C:34]([OH:36])=[O:35].CCOCC, predict the reaction product. The product is: [C:33]([OH:38])(=[O:37])[C:34]([OH:36])=[O:35].[CH3:32][N:2]([CH3:1])[CH2:3][CH2:4][CH2:5][NH:6][C:7]([C:9]1[CH:10]=[C:11]([C:15]2[CH:20]=[CH:19][C:18]([CH2:21][S:22][CH2:23][CH2:24][O:25][C:26]3[CH:31]=[CH:30][CH:29]=[CH:28][CH:27]=3)=[CH:17][CH:16]=2)[CH:12]=[CH:13][CH:14]=1)=[O:8]. (3) Given the reactants [N+:1]([C:4]1[CH:29]=[CH:28][C:7]([C:8]([O:10][CH2:11][C@H:12]2[C:17]([CH3:19])([CH3:18])[CH2:16][O:15][C@@H](C3C=CC(OC)=CC=3)[O:13]2)=[O:9])=[CH:6][CH:5]=1)([O-:3])=[O:2], predict the reaction product. The product is: [N+:1]([C:4]1[CH:5]=[CH:6][C:7]([C:8]([O:10][CH2:11][C@H:12]([OH:13])[C:17]([CH3:18])([CH3:19])[CH2:16][OH:15])=[O:9])=[CH:28][CH:29]=1)([O-:3])=[O:2]. (4) Given the reactants Br[C:2]1[C:28]([Cl:29])=[CH:27][C:5]2[N:6]([CH2:9][C:10]3[CH:26]=[CH:25][C:13]4[N:14]=[C:15]([NH:17][C@@H:18]5[CH2:23][CH2:22][CH2:21][CH2:20][C@H:19]5[OH:24])[O:16][C:12]=4[CH:11]=3)[CH:7]=[N:8][C:4]=2[CH:3]=1.O.C[C:32]([N:34](C)C)=O, predict the reaction product. The product is: [Cl:29][C:28]1[C:2]([C:32]#[N:34])=[CH:3][C:4]2[N:8]=[CH:7][N:6]([CH2:9][C:10]3[CH:26]=[CH:25][C:13]4[N:14]=[C:15]([NH:17][C@@H:18]5[CH2:23][CH2:22][CH2:21][CH2:20][C@H:19]5[OH:24])[O:16][C:12]=4[CH:11]=3)[C:5]=2[CH:27]=1. (5) Given the reactants C([O:3][C:4]([C:6]1[NH:7][C:8]2[C:13]([CH:14]=1)=[CH:12][C:11]([C:15]1[CH:20]=[CH:19][C:18]([C:21]([CH3:24])([CH3:23])[CH3:22])=[CH:17][CH:16]=1)=[CH:10][CH:9]=2)=[O:5])C.Br[C:26]1[CH:41]=[CH:40][C:29]([O:30][C:31]([CH3:39])([CH3:38])[CH2:32][N:33]2[CH2:37][CH2:36][CH2:35][CH2:34]2)=[CH:28][CH:27]=1, predict the reaction product. The product is: [C:21]([C:18]1[CH:17]=[CH:16][C:15]([C:11]2[CH:12]=[C:13]3[C:8](=[CH:9][CH:10]=2)[N:7]([C:26]2[CH:27]=[CH:28][C:29]([O:30][C:31]([CH3:39])([CH3:38])[CH2:32][N:33]4[CH2:34][CH2:35][CH2:36][CH2:37]4)=[CH:40][CH:41]=2)[C:6]([C:4]([OH:3])=[O:5])=[CH:14]3)=[CH:20][CH:19]=1)([CH3:22])([CH3:24])[CH3:23]. (6) Given the reactants [CH3:1][N:2]1[CH:6]=[C:5]([C:7]2[CH:12]=[CH:11][C:10](=[O:13])[N:9]([CH2:14][C:15]3[CH:16]=[C:17]([C:21]4[N:26]=[CH:25][C:24]([O:27][CH2:28][C:29](Cl)=[O:30])=[CH:23][N:22]=4)[CH:18]=[CH:19][CH:20]=3)[N:8]=2)[CH:4]=[N:3]1.C[NH2:33].O.O1[CH2:39][CH2:38]CC1, predict the reaction product. The product is: [CH2:38]([NH:33][C:29](=[O:30])[CH2:28][O:27][C:24]1[CH:25]=[N:26][C:21]([C:17]2[CH:18]=[CH:19][CH:20]=[C:15]([CH2:14][N:9]3[C:10](=[O:13])[CH:11]=[CH:12][C:7]([C:5]4[CH:4]=[N:3][N:2]([CH3:1])[CH:6]=4)=[N:8]3)[CH:16]=2)=[N:22][CH:23]=1)[CH3:39]. (7) Given the reactants [CH2:1]([C:5]1[S:9][C:8]([C:10]([O:12][CH2:13][CH3:14])=[O:11])=[N:7][N:6]=1)[CH2:2][CH:3]=[CH2:4].C([O-])(O)=O.[Na+].ClC1C=CC=C(C(OO)=[O:28])C=1.[N-:31]=[N+:32]=[N-:33].[Na+], predict the reaction product. The product is: [N:31]([CH2:4][CH:3]([OH:28])[CH2:2][CH2:1][C:5]1[S:9][C:8]([C:10]([O:12][CH2:13][CH3:14])=[O:11])=[N:7][N:6]=1)=[N+:32]=[N-:33].